From a dataset of Catalyst prediction with 721,799 reactions and 888 catalyst types from USPTO. Predict which catalyst facilitates the given reaction. (1) Reactant: [OH:1][C:2]1[CH:7]=[CH:6][C:5](/[CH:8]=[CH:9]/[C:10]([O:12][CH3:13])=[O:11])=[CH:4][CH:3]=1.[CH2:14]([O:16][CH2:17][CH2:18][O:19][C:20]1[CH:25]=[C:24]([CH3:26])[C:23]([C:27]2[CH:32]=[CH:31][CH:30]=[C:29]([CH2:33]O)[CH:28]=2)=[C:22]([CH3:35])[CH:21]=1)[CH3:15].C(P(CCCC)CCCC)CCC.N(C(N1CCCCC1)=O)=NC(N1CCCCC1)=O. Product: [CH2:14]([O:16][CH2:17][CH2:18][O:19][C:20]1[CH:25]=[C:24]([CH3:26])[C:23]([C:27]2[CH:32]=[CH:31][CH:30]=[C:29]([CH2:33][O:1][C:2]3[CH:3]=[CH:4][C:5](/[CH:8]=[CH:9]/[C:10]([O:12][CH3:13])=[O:11])=[CH:6][CH:7]=3)[CH:28]=2)=[C:22]([CH3:35])[CH:21]=1)[CH3:15]. The catalyst class is: 345. (2) Reactant: [Cl:1][C:2]1[O:3][C:4]([C:12]2[CH:17]=[CH:16][C:15]([C:18]([F:21])([F:20])[F:19])=[CH:14][CH:13]=2)=[C:5]([CH:7](OC)[O:8]C)[N:6]=1.C(O)(=O)C(O)=O.O.Cl. Product: [Cl:1][C:2]1[O:3][C:4]([C:12]2[CH:13]=[CH:14][C:15]([C:18]([F:21])([F:19])[F:20])=[CH:16][CH:17]=2)=[C:5]([CH:7]=[O:8])[N:6]=1. The catalyst class is: 1. (3) The catalyst class is: 11. Product: [C:1]([C:3]1[CH:25]=[CH:24][C:6]([O:7][C:8]2[CH:13]=[C:12]([O:14][C:15]3[CH:20]=[CH:19][C:18]([C:21]#[N:22])=[CH:17][CH:16]=3)[CH:11]=[CH:10][C:9]=2[NH:23][S:36]([C:27]2[CH:28]=[CH:29][C:30]3[C:35](=[CH:34][CH:33]=[CH:32][CH:31]=3)[CH:26]=2)(=[O:38])=[O:37])=[CH:5][CH:4]=1)#[N:2]. Reactant: [C:1]([C:3]1[CH:25]=[CH:24][C:6]([O:7][C:8]2[CH:13]=[C:12]([O:14][C:15]3[CH:20]=[CH:19][C:18]([C:21]#[N:22])=[CH:17][CH:16]=3)[CH:11]=[CH:10][C:9]=2[NH2:23])=[CH:5][CH:4]=1)#[N:2].[CH:26]1[C:35]2[C:30](=[CH:31][CH:32]=[CH:33][CH:34]=2)[CH:29]=[CH:28][C:27]=1[S:36](Cl)(=[O:38])=[O:37].C(N(CC)C(C)C)(C)C. (4) Reactant: C(=O)(O)[O-].[K+].[F:6][C:7]1[C:13](F)=[CH:12][C:10]([NH2:11])=[C:9]([N+:15]([O-:17])=[O:16])[CH:8]=1.[C:18]([O:22][C:23]([N:25]1[CH2:30][CH2:29][NH:28][CH2:27][CH2:26]1)=[O:24])([CH3:21])([CH3:20])[CH3:19].O. Product: [C:18]([O:22][C:23]([N:25]1[CH2:30][CH2:29][N:28]([C:13]2[CH:12]=[C:10]([NH2:11])[C:9]([N+:15]([O-:17])=[O:16])=[CH:8][C:7]=2[F:6])[CH2:27][CH2:26]1)=[O:24])([CH3:21])([CH3:19])[CH3:20]. The catalyst class is: 3. (5) Reactant: [CH3:1][C:2]1[NH:10][C:5]2=[N:6][CH:7]=[CH:8][CH:9]=[C:4]2[C:3]=1[C:11]([O:13][C:14]([CH3:17])([CH3:16])[CH3:15])=[O:12].Br[CH:19]([CH3:25])[C:20]([CH:22]1[CH2:24][CH2:23]1)=[O:21].C([O-])([O-])=O.[Cs+].[Cs+]. Product: [CH:22]1([C:20](=[O:21])[CH:19]([N:10]2[C:5]3=[N:6][CH:7]=[CH:8][CH:9]=[C:4]3[C:3]([C:11]([O:13][C:14]([CH3:17])([CH3:16])[CH3:15])=[O:12])=[C:2]2[CH3:1])[CH3:25])[CH2:24][CH2:23]1. The catalyst class is: 3.